Dataset: Catalyst prediction with 721,799 reactions and 888 catalyst types from USPTO. Task: Predict which catalyst facilitates the given reaction. Reactant: [C:1]([O:5][C:6](=[O:29])[NH:7][C@@H:8]1[C@@H:13]([C:14]2[CH:19]=[C:18]([F:20])[CH:17]=[CH:16][C:15]=2[F:21])[CH2:12][CH2:11][N:10](CC2C=CC=CC=2)[CH2:9]1)([CH3:4])([CH3:3])[CH3:2]. Product: [C:1]([O:5][C:6](=[O:29])[NH:7][C@@H:8]1[C@@H:13]([C:14]2[CH:19]=[C:18]([F:20])[CH:17]=[CH:16][C:15]=2[F:21])[CH2:12][CH2:11][NH:10][CH2:9]1)([CH3:4])([CH3:2])[CH3:3]. The catalyst class is: 5.